Dataset: Ames mutagenicity test results for genotoxicity prediction. Task: Regression/Classification. Given a drug SMILES string, predict its toxicity properties. Task type varies by dataset: regression for continuous values (e.g., LD50, hERG inhibition percentage) or binary classification for toxic/non-toxic outcomes (e.g., AMES mutagenicity, cardiotoxicity, hepatotoxicity). Dataset: ames. (1) The drug is C[n+]1c2ccccc2cc2ccccc21. The result is 1 (mutagenic). (2) The compound is Cc1ccc(O)c(O)c1. The result is 0 (non-mutagenic). (3) The molecule is BrCCCCCBr. The result is 1 (mutagenic). (4) The drug is COc1cc(O)c2c(=O)c3c(O)ccc(O)c3oc2c1. The result is 1 (mutagenic). (5) The drug is C#CCc1ccc(COC(=O)[C@H]2[C@H](C=C(C)C)C2(C)C)o1. The result is 1 (mutagenic). (6) The molecule is C1=C[C@@H]2[C@H]3C=C[C@H](C3)[C@@H]2C1. The result is 0 (non-mutagenic). (7) The compound is Brc1cccc(-c2ccccc2)c1. The result is 0 (non-mutagenic). (8) The drug is CCOC(C)=O. The result is 0 (non-mutagenic). (9) The compound is Cc1cc(C)c(N)c(C)c1N. The result is 1 (mutagenic). (10) The drug is COC(=O)C1O/C(=N\O)C(Cl)=C1Cl. The result is 0 (non-mutagenic).